From a dataset of Catalyst prediction with 721,799 reactions and 888 catalyst types from USPTO. Predict which catalyst facilitates the given reaction. (1) Reactant: [C:1]([O:5][C:6](=[O:17])[NH:7][CH2:8][CH:9]1[CH2:14][CH2:13][CH:12]([C:15]#[N:16])[CH2:11][CH2:10]1)([CH3:4])([CH3:3])[CH3:2].[CH:18]([N-]C(C)C)(C)C.[Li+].CI. Product: [C:15]([C:12]1([CH3:18])[CH2:11][CH2:10][CH:9]([CH2:8][NH:7][C:6](=[O:17])[O:5][C:1]([CH3:4])([CH3:2])[CH3:3])[CH2:14][CH2:13]1)#[N:16]. The catalyst class is: 7. (2) Reactant: [CH3:1][O:2][CH2:3][C@H:4]([CH3:36])[O:5][C:6]1[CH:7]=[C:8]([C:23]2[NH:27][C:26]([C:28]3[S:29][C:30]([C:33]([OH:35])=O)=[CH:31][N:32]=3)=[CH:25][CH:24]=2)[CH:9]=[C:10]([O:12][C:13]2[CH:18]=[CH:17][C:16]([S:19]([CH3:22])(=[O:21])=[O:20])=[CH:15][CH:14]=2)[CH:11]=1.Cl.[CH2:38]([NH2:40])[CH3:39].CN(C(ON1N=NC2C=CC=NC1=2)=[N+](C)C)C.F[P-](F)(F)(F)(F)F.C(N(CC)C(C)C)(C)C. Product: [CH2:38]([NH:40][C:33]([C:30]1[S:29][C:28]([C:26]2[NH:27][C:23]([C:8]3[CH:9]=[C:10]([O:12][C:13]4[CH:14]=[CH:15][C:16]([S:19]([CH3:22])(=[O:20])=[O:21])=[CH:17][CH:18]=4)[CH:11]=[C:6]([O:5][C@@H:4]([CH3:36])[CH2:3][O:2][CH3:1])[CH:7]=3)=[CH:24][CH:25]=2)=[N:32][CH:31]=1)=[O:35])[CH3:39]. The catalyst class is: 288. (3) Reactant: [F:1][C:2]1[CH:28]=[C:27]([N+:29]([O-])=O)[CH:26]=[CH:25][C:3]=1[O:4][C:5]1[C:6]2[CH:7]=[C:8]3[O:24][CH2:23][CH2:22][O:21][CH2:20][CH2:19][O:18][CH2:17][CH2:16][O:15][C:9]3=[CH:10][C:11]=2[N:12]=[CH:13][CH:14]=1.CN(C=O)C. Product: [NH2:29][C:27]1[CH:26]=[CH:25][C:3]([O:4][C:5]2[C:6]3[CH:7]=[C:8]4[O:24][CH2:23][CH2:22][O:21][CH2:20][CH2:19][O:18][CH2:17][CH2:16][O:15][C:9]4=[CH:10][C:11]=3[N:12]=[CH:13][CH:14]=2)=[C:2]([F:1])[CH:28]=1. The catalyst class is: 43. (4) Reactant: [N:1]1([C:7]2[CH:8]=[C:9]([OH:13])[CH:10]=[CH:11][CH:12]=2)[CH2:6][CH2:5][NH:4][CH2:3][CH2:2]1.Br[CH2:15][CH2:16][F:17]. Product: [F:17][CH2:16][CH2:15][N:4]1[CH2:3][CH2:2][N:1]([C:7]2[CH:8]=[C:9]([OH:13])[CH:10]=[CH:11][CH:12]=2)[CH2:6][CH2:5]1. The catalyst class is: 3. (5) Reactant: [CH3:1][O:2][C:3]([C:5]1[C:6]([OH:24])=[C:7]2[C:12](=[CH:13][N:14]=1)[N:11]([CH2:15][C:16]1[CH:21]=[CH:20][CH:19]=[CH:18][CH:17]=1)[C:10](=[O:22])[C:9](Br)=[CH:8]2)=[O:4].C([Sn](CCCC)(CCCC)[C:30]1[CH:31]=[N:32][CH:33]=[CH:34][CH:35]=1)CCC.CCOC(C)=O.Cl. Product: [CH3:1][O:2][C:3]([C:5]1[C:6]([OH:24])=[C:7]2[C:12](=[CH:13][N:14]=1)[N:11]([CH2:15][C:16]1[CH:21]=[CH:20][CH:19]=[CH:18][CH:17]=1)[C:10](=[O:22])[C:9]([C:30]1[CH:31]=[N:32][CH:33]=[CH:34][CH:35]=1)=[CH:8]2)=[O:4]. The catalyst class is: 510. (6) Reactant: [CH3:1][Si:2]([CH3:21])([CH3:20])[CH2:3][CH2:4][O:5][CH2:6][N:7]1[CH:11]=[C:10]([C:12]2[N:17]=[N:16][C:15]([NH:18][NH2:19])=[CH:14][CH:13]=2)[CH:9]=[N:8]1.C([O-])([O-])=O.[K+].[K+].[C:28](=S)=[S:29]. Product: [CH3:1][Si:2]([CH3:21])([CH3:20])[CH2:3][CH2:4][O:5][CH2:6][N:7]1[CH:11]=[C:10]([C:12]2[CH:13]=[CH:14][C:15]3[N:16]([C:28]([SH:29])=[N:19][N:18]=3)[N:17]=2)[CH:9]=[N:8]1. The catalyst class is: 40. (7) Reactant: C([O:8][C@@H:9]1[C@@H:14]([O:15]CC2C=CC=CC=2)[C@H:13]([O:23]CC2C=CC=CC=2)[C@@H:12]([CH2:31][O:32]CC2C=CC=CC=2)[O:11][C@H:10]1[C:40]1[CH:45]=[C:44]([O:46][CH3:47])[CH:43]=[C:42]([Br:48])[CH:41]=1)C1C=CC=CC=1.Cl.[H][H]. Product: [Br:48][C:42]1[CH:41]=[C:40]([C@@H:10]2[O:11][C@H:12]([CH2:31][OH:32])[C@@H:13]([OH:23])[C@H:14]([OH:15])[C@H:9]2[OH:8])[CH:45]=[C:44]([O:46][CH3:47])[CH:43]=1. The catalyst class is: 358. (8) Reactant: [Cl:1][C:2]1[N:7]=[C:6](S(C)(=O)=O)[N:5]=[C:4]([NH:12][CH2:13][CH2:14][C:15]2[CH:20]=[CH:19][C:18]([Cl:21])=[CH:17][C:16]=2[Cl:22])[CH:3]=1.[CH:23]([Mg]Br)=[CH2:24].O. Product: [Cl:1][C:2]1[N:7]=[C:6]([CH:23]=[CH2:24])[N:5]=[C:4]([NH:12][CH2:13][CH2:14][C:15]2[CH:20]=[CH:19][C:18]([Cl:21])=[CH:17][C:16]=2[Cl:22])[CH:3]=1. The catalyst class is: 1.